The task is: Predict which catalyst facilitates the given reaction.. This data is from Catalyst prediction with 721,799 reactions and 888 catalyst types from USPTO. (1) Reactant: C(OC([N:7]([CH2:17][C:18]1([CH2:30][O:31][C:32]2[CH:37]=[CH:36][C:35]([F:38])=[CH:34][N:33]=2)[CH2:23][CH2:22][N:21]([CH2:24][CH2:25][C:26]([O:28][CH3:29])=[O:27])[CH2:20][CH2:19]1)[C@@H:8]1[CH2:10][C@H:9]1[C:11]1[CH:16]=[CH:15][CH:14]=[CH:13][CH:12]=1)=O)C=C.C(NCC)C. Product: [F:38][C:35]1[CH:36]=[CH:37][C:32]([O:31][CH2:30][C:18]2([CH2:17][NH:7][C@@H:8]3[CH2:10][C@H:9]3[C:11]3[CH:12]=[CH:13][CH:14]=[CH:15][CH:16]=3)[CH2:19][CH2:20][N:21]([CH2:24][CH2:25][C:26]([O:28][CH3:29])=[O:27])[CH2:22][CH2:23]2)=[N:33][CH:34]=1. The catalyst class is: 602. (2) Product: [F:1][C:2]1[CH:28]=[CH:27][CH:26]=[C:25]([F:29])[C:3]=1[C:4]([N:6]([CH3:32])[C:7]([N:8]([C:10]1[CH:15]=[CH:14][C:13]([C:16]([O:18][C:19]([CH3:22])([CH3:21])[CH3:20])=[O:17])=[CH:12][C:11]=1[F:23])[CH3:9])=[O:24])=[O:5]. The catalyst class is: 264. Reactant: [F:1][C:2]1[CH:28]=[CH:27][CH:26]=[C:25]([F:29])[C:3]=1[C:4]([NH:6][C:7](=[O:24])[N:8]([C:10]1[CH:15]=[CH:14][C:13]([C:16]([O:18][C:19]([CH3:22])([CH3:21])[CH3:20])=[O:17])=[CH:12][C:11]=1[F:23])[CH3:9])=[O:5].[H-].[Na+].[CH3:32]I.[Cl-].[NH4+].